Dataset: Full USPTO retrosynthesis dataset with 1.9M reactions from patents (1976-2016). Task: Predict the reactants needed to synthesize the given product. (1) Given the product [Cl:43][C:30]1[CH:31]=[CH:32][C:33]2[C:38](=[CH:37][CH:36]=[CH:35][CH:34]=2)[C:29]=1[O:28][P:27](=[N:12][C@@H:13]([CH3:26])[C:14]([O:16][CH:17]1[CH2:25][C:24]2[C:19](=[CH:20][CH:21]=[CH:22][CH:23]=2)[CH2:18]1)=[O:15])=[O:39], predict the reactants needed to synthesize it. The reactants are: S(C1C=CC(C)=CC=1)([O-])(=O)=O.[NH2:12][C@@H:13]([CH3:26])[C:14]([O:16][CH:17]1[CH2:25][C:24]2[C:19](=[CH:20][CH:21]=[CH:22][CH:23]=2)[CH2:18]1)=[O:15].[P:27](Cl)(Cl)(=[O:39])[O:28][C:29]1[C:38]2[C:33](=[CH:34][CH:35]=[CH:36][CH:37]=2)[CH:32]=[CH:31][CH:30]=1.C(Cl)[Cl:43]. (2) Given the product [Cl:33][C:27]1[C:26]([CH3:34])=[C:25]([C:15]2[C@@H:16]([O:18][CH:19]3[CH2:24][CH2:23][CH2:22][CH2:21][O:20]3)[C@@H:17]3[C@H:10]([OH:9])[CH2:11][CH2:12][N:13]3[N:14]=2)[CH:30]=[CH:29][C:28]=1[C:31]#[N:32], predict the reactants needed to synthesize it. The reactants are: C([O:9][C@H:10]1[C@@H:17]2[N:13]([N:14]=[C:15]([C:25]3[CH:30]=[CH:29][C:28]([C:31]#[N:32])=[C:27]([Cl:33])[C:26]=3[CH3:34])[C@H:16]2[O:18][CH:19]2[CH2:24][CH2:23][CH2:22][CH2:21][O:20]2)[CH2:12][CH2:11]1)(=O)C1C=CC=CC=1.O[Li].O. (3) Given the product [CH3:26][C:22]1[N:21]=[C:20]([C:18]([NH:17][C:13]2[CH:14]=[CH:15][CH:16]=[C:11]([O:10][C:7]3[CH:8]=[CH:9][C:4]4[N:5]([CH:27]=[C:2]([NH:1][C:28](=[O:31])[CH2:29][CH3:30])[N:3]=4)[CH:6]=3)[CH:12]=2)=[O:19])[CH:25]=[CH:24][CH:23]=1, predict the reactants needed to synthesize it. The reactants are: [NH2:1][C:2]1[N:3]=[C:4]2[CH:9]=[CH:8][C:7]([O:10][C:11]3[CH:12]=[C:13]([NH:17][C:18]([C:20]4[CH:25]=[CH:24][CH:23]=[C:22]([CH3:26])[N:21]=4)=[O:19])[CH:14]=[CH:15][CH:16]=3)=[CH:6][N:5]2[CH:27]=1.[C:28](Cl)(=[O:31])[CH2:29][CH3:30]. (4) Given the product [C:1]([O:5][C:6](=[O:7])[NH:8][CH:9]([C:14]1[CH:19]=[CH:18][C:17]([O:20][C:21]([F:24])([F:23])[F:22])=[CH:16][CH:15]=1)[CH2:10][C:11]([N:38]([CH3:39])[CH3:37])=[O:12])([CH3:4])([CH3:3])[CH3:2], predict the reactants needed to synthesize it. The reactants are: [C:1]([O:5][C:6]([NH:8][CH:9]([C:14]1[CH:19]=[CH:18][C:17]([O:20][C:21]([F:24])([F:23])[F:22])=[CH:16][CH:15]=1)[CH2:10][C:11](O)=[O:12])=[O:7])([CH3:4])([CH3:3])[CH3:2].O.ON1C2C=CC=CC=2N=N1.Cl.[CH3:37][N:38](C)[CH2:39]CCN=C=NCC.CNC. (5) The reactants are: [C:1]([C:4]1[C:27](=[O:28])[O:26][C:7]2=[N:8][C:9]([N:12]3[CH2:18][CH2:17][CH2:16][N:15]([C:19]([O:21][C:22]([CH3:25])([CH3:24])[CH3:23])=[O:20])[CH2:14][CH2:13]3)=[CH:10][CH:11]=[C:6]2[CH:5]=1)(=[O:3])[CH3:2].[Br:29]Br. Given the product [Br:29][CH2:2][C:1]([C:4]1[C:27](=[O:28])[O:26][C:7]2=[N:8][C:9]([N:12]3[CH2:18][CH2:17][CH2:16][N:15]([C:19]([O:21][C:22]([CH3:23])([CH3:24])[CH3:25])=[O:20])[CH2:14][CH2:13]3)=[CH:10][CH:11]=[C:6]2[CH:5]=1)=[O:3], predict the reactants needed to synthesize it. (6) Given the product [Br:1][C:2]1[CH:3]=[CH:4][C:5]([CH2:8][C:9]([O:11][CH2:17][CH3:18])=[O:10])=[CH:6][CH:7]=1, predict the reactants needed to synthesize it. The reactants are: [Br:1][C:2]1[CH:7]=[CH:6][C:5]([CH2:8][C:9]([OH:11])=[O:10])=[CH:4][CH:3]=1.OS(O)(=O)=O.[CH2:17](O)[CH3:18]. (7) Given the product [CH:9]1[NH:21][CH:5]=[CH:6][C:11]2[C:10]=1[CH:14]=[CH:13][CH:12]=2, predict the reactants needed to synthesize it. The reactants are: CC(O[CH2:5][C:6]1[C:11]2=[CH:12][CH:13]=[C:14](C=O)[C:10]2=[CH:9]OC=1)=O.C([NH2:21])(CC)C.